Predict the reaction yield, written as a fraction of the theoretical maximum amount of product (1.0 means a 100% yield; for example, 0.34 means a 34% yield). From a dataset of Reaction yield outcomes from USPTO patents with 853,638 reactions. (1) The reactants are Cl[C:2](Cl)([O:4]C(=O)OC(Cl)(Cl)Cl)Cl.[CH2:13]([O:20][NH:21][C@H:22]1[CH2:27][NH:26][C@H:25]([C:28]([O:30][CH2:31][CH3:32])=[O:29])[CH2:24][CH2:23]1)[C:14]1[CH:19]=[CH:18][CH:17]=[CH:16][CH:15]=1.CCN(C(C)C)C(C)C. The catalyst is C(Cl)Cl. The product is [CH2:13]([O:20][N:21]1[C:2](=[O:4])[N:26]2[CH2:27][C@H:22]1[CH2:23][CH2:24][C@H:25]2[C:28]([O:30][CH2:31][CH3:32])=[O:29])[C:14]1[CH:15]=[CH:16][CH:17]=[CH:18][CH:19]=1. The yield is 0.500. (2) The reactants are [H-].[H-].[H-].[H-].[Al+3].[Li+].[CH2:7]([C@@H:9]([C:17]1[CH:22]=[CH:21][CH:20]=[C:19]([O:23][CH2:24][C:25]2[CH:30]=[CH:29][CH:28]=[CH:27][CH:26]=2)[CH:18]=1)[C@@H:10]([CH3:16])[C:11]([N:13]([CH3:15])[CH3:14])=O)[CH3:8].[Al]. The catalyst is O1CCCC1.C1(C)C=CC=CC=1. The product is [CH2:7]([C@@H:9]([C:17]1[CH:22]=[CH:21][CH:20]=[C:19]([O:23][CH2:24][C:25]2[CH:30]=[CH:29][CH:28]=[CH:27][CH:26]=2)[CH:18]=1)[C@@H:10]([CH3:16])[CH2:11][N:13]([CH3:15])[CH3:14])[CH3:8]. The yield is 0.900. (3) The reactants are C(O[C:4]([C:6]1[CH:10]=[C:9]([CH2:11][NH:12][C:13]([O:15][C:16]([CH3:19])([CH3:18])[CH3:17])=[O:14])[O:8][N:7]=1)=[O:5])C.[NH:20]1[CH2:24][CH2:23][CH2:22][CH2:21]1. No catalyst specified. The product is [N:20]1([C:4]([C:6]2[CH:10]=[C:9]([CH2:11][NH:12][C:13]([O:15][C:16]([CH3:17])([CH3:18])[CH3:19])=[O:14])[O:8][N:7]=2)=[O:5])[CH2:24][CH2:23][CH2:22][CH2:21]1. The yield is 0.790. (4) The reactants are [CH:1]12[CH2:7][CH:4]([CH:5]=[CH:6]1)[CH2:3][CH:2]2[C:8]([OH:10])=O.[CH3:11][NH:12][CH2:13][C:14]1[S:15][CH:16]=[CH:17][CH:18]=1.C(N(CC)CC)C.CCN=C=NCCCN(C)C. The catalyst is C(Cl)Cl.CN(C1C=CN=CC=1)C. The product is [CH3:11][N:12]([CH2:13][C:14]1[S:15][CH:16]=[CH:17][CH:18]=1)[C:8]([CH:2]1[CH2:3][CH:4]2[CH2:7][CH:1]1[CH:6]=[CH:5]2)=[O:10]. The yield is 0.380. (5) The reactants are [CH2:1]([NH:8]CCC1C2C(=CC=C(F)C=2OC)N(C)C=1)C1C=CC=CC=1.[F:24][C:25]1[CH:26]=[C:27]([CH2:40][CH2:41][C:42]2[CH:47]=[CH:46][CH:45]=[CH:44][CH:43]=2)[C:28]([O:38][CH3:39])=[C:29]2[C:33]=1[N:32]([CH3:34])[CH:31]=[C:30]2[CH2:35][CH2:36]O. No catalyst specified. The product is [F:24][C:25]1[CH:26]=[C:27]([CH2:40][CH2:41][C:42]2[CH:47]=[CH:46][CH:45]=[CH:44][CH:43]=2)[C:28]([O:38][CH3:39])=[C:29]2[C:33]=1[N:32]([CH3:34])[CH:31]=[C:30]2[CH2:35][CH2:36][NH:8][CH3:1]. The yield is 0.620. (6) The reactants are [F:1][C:2]1[C:3]([O:19]COC)=[C:4]([C:12](=[O:18])[C:13]([O:15][CH2:16][CH3:17])=[O:14])[C:5]([C:8]([F:11])([F:10])[F:9])=[CH:6][CH:7]=1.C1(C)C=CC(S(O)(=O)=O)=CC=1. The catalyst is ClCCl.C(O)C. The product is [F:1][C:2]1[C:3]([OH:19])=[C:4]([C:12](=[O:18])[C:13]([O:15][CH2:16][CH3:17])=[O:14])[C:5]([C:8]([F:11])([F:10])[F:9])=[CH:6][CH:7]=1. The yield is 0.910.